Dataset: Full USPTO retrosynthesis dataset with 1.9M reactions from patents (1976-2016). Task: Predict the reactants needed to synthesize the given product. (1) Given the product [CH3:8][NH:7][C:4]1[N:5]([CH3:6])[C:10]([C:11]2[CH:16]=[CH:15][N:14]=[CH:13][CH:12]=2)=[N:2][N:3]=1, predict the reactants needed to synthesize it. The reactants are: I.[NH2:2][NH:3][C:4]([NH:7][CH3:8])=[N:5][CH3:6].Cl.[C:10](Cl)(=O)[C:11]1[CH:16]=[CH:15][N:14]=[CH:13][CH:12]=1.C([O-])([O-])=O.[K+].[K+]. (2) Given the product [CH:54]([OH:57])=[O:56].[C:1]([C:5]1[CH:6]=[C:7]([NH:18][C:19]([NH:21][C@@H:22]2[C:31]3[C:26](=[CH:27][CH:28]=[CH:29][CH:30]=3)[C@H:25]([O:32][C:33]3[CH:34]=[CH:35][C:36]4[N:37]([C:39]([N:42]5[CH2:47][CH2:46][CH2:45][CH2:44][C@@H:43]5[CH3:48])=[N:40][N:41]=4)[CH:38]=3)[CH2:24][CH2:23]2)=[O:20])[N:8]([C:10]2[CH:15]=[CH:14][C:13]([CH2:16][N:49]3[CH2:53][CH2:52][CH2:51][CH2:50]3)=[CH:12][CH:11]=2)[N:9]=1)([CH3:4])([CH3:2])[CH3:3], predict the reactants needed to synthesize it. The reactants are: [C:1]([C:5]1[CH:6]=[C:7]([NH:18][C:19]([NH:21][C@@H:22]2[C:31]3[C:26](=[CH:27][CH:28]=[CH:29][CH:30]=3)[C@H:25]([O:32][C:33]3[CH:34]=[CH:35][C:36]4[N:37]([C:39]([N:42]5[CH2:47][CH2:46][CH2:45][CH2:44][C@@H:43]5[CH3:48])=[N:40][N:41]=4)[CH:38]=3)[CH2:24][CH2:23]2)=[O:20])[N:8]([C:10]2[CH:15]=[CH:14][C:13]([CH:16]=O)=[CH:12][CH:11]=2)[N:9]=1)([CH3:4])([CH3:3])[CH3:2].[NH:49]1[CH2:53][CH2:52][CH2:51][CH2:50]1.[C:54]([O:57][BH-](OC(=O)C)OC(=O)C)(=[O:56])C.[Na+].O. (3) Given the product [F:20][C:14]1[C:15]2[N:16]=[C:17]([CH3:32])[O:18][C:19]=2[C:11]([NH:10][S:22]([CH:25]2[CH2:27][CH2:26]2)(=[O:23])=[O:24])=[C:12]([NH:8][C:5]2[CH:6]=[CH:7][C:2]([Br:1])=[CH:3][C:4]=2[F:29])[C:13]=1[F:21], predict the reactants needed to synthesize it. The reactants are: [Br:1][C:2]1[CH:7]=[CH:6][C:5]([N:8]2[C:12]3[C:13]([F:21])=[C:14]([F:20])[C:15]4[N:16]=[CH:17][O:18][C:19]=4[C:11]=3[N:10]([S:22]([CH:25]3[CH2:27][CH2:26]3)(=[O:24])=[O:23])C2=O)=[C:4]([F:29])[CH:3]=1.[K].F[C:32]1C2N=COC=2C(NS(C2CC2)(=O)=O)=C(NC2C=CC(I)=CC=2F)C=1F. (4) Given the product [CH2:1]1[S:5][C@H:4]([CH2:6][OH:7])[O:3][C@@H:2]1[N:8]1[C:13](=[O:14])[N:12]=[C:11]([NH2:15])[C:10]([F:16])=[CH:9]1, predict the reactants needed to synthesize it. The reactants are: [CH2:1]1[S:5][C@H:4]([CH2:6][OH:7])[O:3][C@@H:2]1[N:8]1[C:13](=[O:14])[N:12]=[C:11]([NH2:15])[C:10]([F:16])=[CH:9]1.Cl.C(N(CC)CC)C. (5) The reactants are: [Cl:1][C:2]1[CH:7]=[CH:6][C:5]([F:8])=[CH:4][C:3]=1[CH:9]1[CH:13]=[CH:12][N:11]([C:14]([O:16][C:17]([CH3:20])([CH3:19])[CH3:18])=[O:15])[CH2:10]1.F[B-](F)(F)F.[C:26]1([N+]#N)[CH:31]=[CH:30][CH:29]=[CH:28][CH:27]=1.NC1C=CC=CC=1.O.O.O.C([O-])(=O)C.[Na+]. Given the product [Cl:1][C:2]1[CH:7]=[CH:6][C:5]([F:8])=[CH:4][C:3]=1[C:9]1[CH2:10][N:11]([C:14]([O:16][C:17]([CH3:20])([CH3:19])[CH3:18])=[O:15])[CH:12]([C:26]2[CH:31]=[CH:30][CH:29]=[CH:28][CH:27]=2)[CH:13]=1, predict the reactants needed to synthesize it. (6) Given the product [C:26]([O:1][CH2:2][CH2:3][O:4][CH2:5][CH2:6][O:7][C:8]1[CH:13]=[CH:12][CH:11]=[C:10]([C:14](=[O:18])[CH2:15][CH2:16][CH3:17])[CH:9]=1)(=[O:28])[CH3:27], predict the reactants needed to synthesize it. The reactants are: [OH:1][CH2:2][CH2:3][O:4][CH2:5][CH2:6][O:7][C:8]1[CH:9]=[C:10]([C:14](=[O:18])[CH2:15][CH2:16][CH3:17])[CH:11]=[CH:12][CH:13]=1.CCN(CC)CC.[C:26](OC(=O)C)(=[O:28])[CH3:27].